The task is: Predict which catalyst facilitates the given reaction.. This data is from Catalyst prediction with 721,799 reactions and 888 catalyst types from USPTO. (1) Reactant: C([NH:8][C@H:9]1[CH2:14][CH2:13][N:12]([C:15]([O:17][C:18]([CH3:21])([CH3:20])[CH3:19])=[O:16])[CH2:11][C@H:10]1[O:22][CH2:23][CH2:24][CH2:25][F:26])C1C=CC=CC=1.C([O-])=O.[NH4+]. Product: [NH2:8][C@H:9]1[CH2:14][CH2:13][N:12]([C:15]([O:17][C:18]([CH3:19])([CH3:20])[CH3:21])=[O:16])[CH2:11][C@H:10]1[O:22][CH2:23][CH2:24][CH2:25][F:26]. The catalyst class is: 43. (2) Reactant: [Br:1][C:2]1[CH:10]=[C:9]([O:11][CH3:12])[C:8]([OH:13])=[CH:7][C:3]=1[C:4](Cl)=[O:5].[CH3:14][NH:15][CH2:16][CH2:17][C:18]1[CH:23]=[CH:22][C:21]([OH:24])=[CH:20][CH:19]=1. Product: [CH3:14][N:15]([CH2:16][CH2:17][C:18]1[CH:23]=[CH:22][C:21]([OH:24])=[CH:20][CH:19]=1)[C:4]([C:3]1[CH:7]=[C:8]([OH:13])[C:9]([O:11][CH3:12])=[CH:10][C:2]=1[Br:1])=[O:5]. The catalyst class is: 4.